From a dataset of Forward reaction prediction with 1.9M reactions from USPTO patents (1976-2016). Predict the product of the given reaction. The product is: [NH2:1][C:2]1[C:9]([C:13]#[C:12][Si:14]([CH3:17])([CH3:16])[CH3:15])=[CH:8][C:5]([C:6]#[N:7])=[C:4]([Cl:11])[CH:3]=1. Given the reactants [NH2:1][C:2]1[C:9](I)=[CH:8][C:5]([C:6]#[N:7])=[C:4]([Cl:11])[CH:3]=1.[C:12]([Si:14]([CH3:17])([CH3:16])[CH3:15])#[CH:13].CCN(CC)CC, predict the reaction product.